Dataset: Catalyst prediction with 721,799 reactions and 888 catalyst types from USPTO. Task: Predict which catalyst facilitates the given reaction. (1) Product: [OH:2][CH2:1][C:3]1[CH:4]=[CH:5][C:6]([O:18][CH3:19])=[C:7]([CH:17]=1)[O:8][C:9]1[CH:10]=[C:11]([CH:14]=[CH:15][CH:16]=1)[C:12]#[N:13]. Reactant: [CH:1]([C:3]1[CH:4]=[CH:5][C:6]([O:18][CH3:19])=[C:7]([CH:17]=1)[O:8][C:9]1[CH:10]=[C:11]([CH:14]=[CH:15][CH:16]=1)[C:12]#[N:13])=[O:2].O1CCCC1.[BH4-].[Na+]. The catalyst class is: 6. (2) Reactant: [C:1]1([NH2:12])[C:6](F)=C(F)C(F)=C(N)C=1F.Cl.Cl.Cl.[CH:16](=O)[C:17]1[C:18](=[CH:20][CH:21]=[CH:22][CH:23]=1)[OH:19].C([C:28]1[CH:29]=[C:30](OC)[C:31]([OH:36])=[C:32]([CH:35]=1)[CH:33]=O)C=C.C([N:41](CC)CC)C.Cl.C(N(CC)CC)C. Product: [CH:22]1[CH:21]=[CH:20][C:18](=[O:19])/[C:17](=[CH:16]\[NH:41][CH2:6][CH2:1][NH:12]/[CH:33]=[C:32]2\[C:31]([CH:30]=[CH:29][CH:28]=[CH:35]\2)=[O:36])/[CH:23]=1. The catalyst class is: 40. (3) Reactant: Cl.[CH3:2][NH:3][OH:4].CO[Na].[C:8]([C:10]1[CH:11]=[C:12]([C:16]2[CH:17]=[C:18]3[C:23](=[CH:24][CH:25]=2)[O:22][CH:21]([C:26]2[CH:31]=[CH:30][CH:29]=[CH:28][N:27]=2)[CH2:20]/[C:19]/3=[N:32]/[C:33]#[N:34])[CH:13]=[CH:14][CH:15]=1)#[N:9]. Product: [NH2:34][C:33]1[N:3]([CH3:2])[O:4][C:19]2([C:18]3[C:23](=[CH:24][CH:25]=[C:16]([C:12]4[CH:11]=[C:10]([CH:15]=[CH:14][CH:13]=4)[C:8]#[N:9])[CH:17]=3)[O:22][CH:21]([C:26]3[CH:31]=[CH:30][CH:29]=[CH:28][N:27]=3)[CH2:20]2)[N:32]=1. The catalyst class is: 5.